From a dataset of Full USPTO retrosynthesis dataset with 1.9M reactions from patents (1976-2016). Predict the reactants needed to synthesize the given product. (1) Given the product [ClH:1].[Cl:1][CH2:17][CH2:18][CH2:19][N:6]1[CH2:7][CH2:8][C:3]([F:9])([F:2])[CH2:4][CH2:5]1, predict the reactants needed to synthesize it. The reactants are: [ClH:1].[F:2][C:3]1([F:9])[CH2:8][CH2:7][NH:6][CH2:5][CH2:4]1.C(=O)([O-])[O-].[K+].[K+].Br[CH2:17][CH2:18][CH2:19]O. (2) Given the product [CH2:31]([O:38][C:39]1[N:40]=[N:41][C:42]([C:55]#[C:54][C:56]2[CH:61]=[CH:60][C:59]([F:62])=[CH:58][C:57]=2[F:63])=[CH:43][C:44]=1[O:45][CH2:46][C:47]1[CH:52]=[CH:51][CH:50]=[CH:49][CH:48]=1)[C:32]1[CH:37]=[CH:36][CH:35]=[CH:34][CH:33]=1, predict the reactants needed to synthesize it. The reactants are: C(OC1N=NC(C#CC2C=CC=CC=2)=CC=1OCC1C=CC=CC=1)C1C=CC=CC=1.[CH2:31]([O:38][C:39]1[N:40]=[N:41][C:42](Cl)=[CH:43][C:44]=1[O:45][CH2:46][C:47]1[CH:52]=[CH:51][CH:50]=[CH:49][CH:48]=1)[C:32]1[CH:37]=[CH:36][CH:35]=[CH:34][CH:33]=1.[C:54]([C:56]1[CH:61]=[CH:60][C:59]([F:62])=[CH:58][C:57]=1[F:63])#[CH:55]. (3) Given the product [CH3:17][C:18]1[CH:23]=[C:22]([O:24][CH2:25][CH2:26][CH2:27][S:28][CH3:29])[CH:21]=[C:20]([CH3:30])[C:19]=1[C:2]1[C:9]([O:10][C:11]2[CH:16]=[CH:15][CH:14]=[CH:13][CH:12]=2)=[CH:8][CH:7]=[C:4]([CH:5]=[O:6])[CH:3]=1, predict the reactants needed to synthesize it. The reactants are: Br[C:2]1[CH:3]=[C:4]([CH:7]=[CH:8][C:9]=1[O:10][C:11]1[CH:16]=[CH:15][CH:14]=[CH:13][CH:12]=1)[CH:5]=[O:6].[CH3:17][C:18]1[CH:23]=[C:22]([O:24][CH2:25][CH2:26][CH2:27][S:28][CH3:29])[CH:21]=[C:20]([CH3:30])[C:19]=1B(O)O.C1(P(C2CCCCC2)C2C=CC=CC=2C2C(OC)=CC=CC=2OC)CCCCC1.P([O-])([O-])([O-])=O.[K+].[K+].[K+]. (4) Given the product [O:25]1[C:29]2[CH:30]=[CH:31][C:32](/[C:34](=[CH:7]/[C:6]3[CH:9]=[CH:10][C:11]([O:12][CH2:13][CH2:14][CH2:15][CH2:16][CH2:17][CH2:18][CH2:19][CH2:20][CH2:21][CH2:22][CH2:23][OH:24])=[C:4]([O:3][CH2:1][CH3:2])[CH:5]=3)/[C:35]#[N:36])=[CH:33][C:28]=2[O:27][CH2:26]1, predict the reactants needed to synthesize it. The reactants are: [CH2:1]([O:3][C:4]1[CH:5]=[C:6]([CH:9]=[CH:10][C:11]=1[O:12][CH2:13][CH2:14][CH2:15][CH2:16][CH2:17][CH2:18][CH2:19][CH2:20][CH2:21][CH2:22][CH2:23][OH:24])[CH:7]=O)[CH3:2].[O:25]1[C:29]2[CH:30]=[CH:31][C:32]([CH2:34][C:35]#[N:36])=[CH:33][C:28]=2[O:27][CH2:26]1. (5) Given the product [F:14][C:4]1[CH:3]=[C:2]([C:20]2[CH:21]=[CH:22][C:17]([C:16]([F:27])([F:26])[F:15])=[CH:18][CH:19]=2)[CH:7]=[C:6]([N+:8]([O-:10])=[O:9])[C:5]=1[NH:11][CH:12]=[O:13], predict the reactants needed to synthesize it. The reactants are: Br[C:2]1[CH:7]=[C:6]([N+:8]([O-:10])=[O:9])[C:5]([NH:11][CH:12]=[O:13])=[C:4]([F:14])[CH:3]=1.[F:15][C:16]([F:27])([F:26])[C:17]1[CH:22]=[CH:21][C:20](B(O)O)=[CH:19][CH:18]=1.C(=O)(O)[O-].[Na+].